From a dataset of Forward reaction prediction with 1.9M reactions from USPTO patents (1976-2016). Predict the product of the given reaction. (1) Given the reactants [CH3:1][C:2]1([CH3:10])[O:7][C:6](=[O:8])[CH2:5][C:4](=[O:9])[O:3]1.[N:11]([CH2:14][CH2:15][CH2:16][CH2:17][CH2:18][C:19](Cl)=[O:20])=[N+:12]=[N-:13], predict the reaction product. The product is: [N:11]([CH2:14][CH2:15][CH2:16][CH2:17][CH2:18][C:19]([CH:5]1[C:6](=[O:8])[O:7][C:2]([CH3:10])([CH3:1])[O:3][C:4]1=[O:9])=[O:20])=[N+:12]=[N-:13]. (2) Given the reactants C1(NC(C2C=CC(C3C=CC(NC(C4OC(N5CCCC(C)C5)=NC=4C(F)(F)F)=O)=CC=3)=CC=2)=O)C=CC=CC=1.[C:41]1([CH:47]2[CH2:52][CH2:51][N:50]([C:53]3[O:54][C:55]([C:62]([NH:64][C:65]4[CH:70]=[CH:69][C:68]([C:71]5[CH:76]=[CH:75][C:74]([C:77](O)=[O:78])=[CH:73][CH:72]=5)=[CH:67][CH:66]=4)=[O:63])=[C:56]([C:58]([F:61])([F:60])[F:59])[N:57]=3)[CH2:49][CH2:48]2)[CH:46]=[CH:45][CH:44]=[CH:43][CH:42]=1.[CH3:80][C:81]1[CH:87]=[CH:86][CH:85]=[CH:84][C:82]=1[NH2:83], predict the reaction product. The product is: [C:41]1([CH:47]2[CH2:48][CH2:49][N:50]([C:53]3[O:54][C:55]([C:62]([NH:64][C:65]4[CH:66]=[CH:67][C:68]([C:71]5[CH:72]=[CH:73][C:74]([C:77](=[O:78])[NH:83][C:82]6[CH:84]=[CH:85][CH:86]=[CH:87][C:81]=6[CH3:80])=[CH:75][CH:76]=5)=[CH:69][CH:70]=4)=[O:63])=[C:56]([C:58]([F:61])([F:59])[F:60])[N:57]=3)[CH2:51][CH2:52]2)[CH:42]=[CH:43][CH:44]=[CH:45][CH:46]=1. (3) Given the reactants [O:1]=C(CCC(O)=O)C(O)=O.[Cl:11][C:12]1[CH:13]=[CH:14][C:15]2[CH2:21][CH2:20][NH:19][CH2:18][C@H:17]([CH3:22])[C:16]=2[CH:23]=1.O.[C:25]([OH:37])(=[O:36])[CH2:26][C:27]([CH2:32][C:33]([OH:35])=[O:34])([C:29]([OH:31])=[O:30])[OH:28].[C:38]([OH:50])(=[O:49])[CH2:39][C:40]([CH2:45][C:46]([OH:48])=[O:47])([C:42]([OH:44])=[O:43])[OH:41], predict the reaction product. The product is: [OH2:1].[C:25]([OH:37])(=[O:36])[CH2:26][C:27]([CH2:32][C:33]([OH:35])=[O:34])([C:29]([OH:31])=[O:30])[OH:28].[Cl:11][C:12]1[CH:13]=[CH:14][C:15]2[CH2:21][CH2:20][NH:19][CH2:18][C@H:17]([CH3:22])[C:16]=2[CH:23]=1.[Cl:11][C:12]1[CH:13]=[CH:14][C:15]2[CH2:21][CH2:20][NH:19][CH2:18][C@H:17]([CH3:22])[C:16]=2[CH:23]=1.[C:38]([OH:50])(=[O:49])[CH2:39][C:40]([CH2:45][C:46]([OH:48])=[O:47])([C:42]([OH:44])=[O:43])[OH:41]. (4) Given the reactants [Cl:1][C:2]1[N:7]=[C:6](Cl)[CH:5]=[C:4]([CH3:9])[N:3]=1.[NH2:10][C:11]1[CH:16]=[CH:15][C:14]([C:17]#[N:18])=[CH:13][N:12]=1.C(=O)([O-])[O-].[Cs+].[Cs+].CC1(C)C2C=CC=C(P(C3C=CC=CC=3)C3C=CC=CC=3)C=2OC2C1=CC=CC=2P(C1C=CC=CC=1)C1C=CC=CC=1, predict the reaction product. The product is: [Cl:1][C:2]1[N:7]=[C:6]([NH:10][C:11]2[CH:16]=[CH:15][C:14]([C:17]#[N:18])=[CH:13][N:12]=2)[CH:5]=[C:4]([CH3:9])[N:3]=1.